The task is: Predict which catalyst facilitates the given reaction.. This data is from Catalyst prediction with 721,799 reactions and 888 catalyst types from USPTO. (1) Reactant: [CH2:1]([O:3][C:4]([C:6]1[C:7]2[CH2:8][C@@H:9]3[CH2:21][C@@H:10]3[C:11]=2[N:12]([C:14]2[CH:19]=[C:18](Br)[CH:17]=[CH:16][N:15]=2)[N:13]=1)=[O:5])[CH3:2].[ClH:22]. Product: [CH2:1]([O:3][C:4]([C:6]1[C:7]2[CH2:8][C@@H:9]3[CH2:21][C@@H:10]3[C:11]=2[N:12]([C:14]2[CH:19]=[C:18]([Cl:22])[CH:17]=[CH:16][N:15]=2)[N:13]=1)=[O:5])[CH3:2]. The catalyst class is: 47. (2) Reactant: [C:1]1([OH:8])[CH:6]=[CH:5][C:4]([OH:7])=[CH:3][CH:2]=1.[Cl:9][C:10]1[CH:15]=[CH:14][CH:13]=[C:12]([N:16]=[C:17]=[O:18])[CH:11]=1.C(N(CC)CC)C. Product: [OH:7][C:4]1[CH:5]=[CH:6][C:1]([O:8][C:17](=[O:18])[NH:16][C:12]2[CH:13]=[CH:14][CH:15]=[C:10]([Cl:9])[CH:11]=2)=[CH:2][CH:3]=1. The catalyst class is: 12.